This data is from Peptide-MHC class I binding affinity with 185,985 pairs from IEDB/IMGT. The task is: Regression. Given a peptide amino acid sequence and an MHC pseudo amino acid sequence, predict their binding affinity value. This is MHC class I binding data. (1) The peptide sequence is TPPVDRMAV. The MHC is HLA-A31:01 with pseudo-sequence HLA-A31:01. The binding affinity (normalized) is 0.0847. (2) The peptide sequence is FTARIIIFS. The MHC is HLA-B18:01 with pseudo-sequence HLA-B18:01. The binding affinity (normalized) is 0.0847. (3) The MHC is HLA-B57:01 with pseudo-sequence HLA-B57:01. The peptide sequence is EVHYSGINY. The binding affinity (normalized) is 0.0847. (4) The peptide sequence is QYSGSWVETPV. The MHC is H-2-Kd with pseudo-sequence H-2-Kd. The binding affinity (normalized) is 0. (5) The peptide sequence is GEENFSSRMY. The MHC is HLA-B45:01 with pseudo-sequence HLA-B45:01. The binding affinity (normalized) is 0.254.